From a dataset of Forward reaction prediction with 1.9M reactions from USPTO patents (1976-2016). Predict the product of the given reaction. (1) Given the reactants [CH3:1][C:2]1[O:6][C:5]([C:7]2[CH:15]=[CH:14][C:10]([C:11]([OH:13])=O)=[CH:9][CH:8]=2)=[N:4][C:3]=1[CH2:16][S:17]([C:20]1[CH:25]=[CH:24][C:23]([CH2:26][N:27]2[CH2:32][CH2:31][O:30][CH2:29][CH2:28]2)=[CH:22][CH:21]=1)(=[O:19])=[O:18].CCN=C=NCCCN(C)C.C1C=CC2N(O)N=NC=2C=1.C(N(CC)CC)C.[N:61]1[CH:66]=[CH:65][CH:64]=[C:63]([CH2:67][NH2:68])[CH:62]=1, predict the reaction product. The product is: [CH3:1][C:2]1[O:6][C:5]([C:7]2[CH:8]=[CH:9][C:10]([C:11]([NH:68][CH2:67][C:63]3[CH:62]=[N:61][CH:66]=[CH:65][CH:64]=3)=[O:13])=[CH:14][CH:15]=2)=[N:4][C:3]=1[CH2:16][S:17]([C:20]1[CH:25]=[CH:24][C:23]([CH2:26][N:27]2[CH2:28][CH2:29][O:30][CH2:31][CH2:32]2)=[CH:22][CH:21]=1)(=[O:18])=[O:19]. (2) Given the reactants [C:1]([C:3]1[NH:20][C:6]2[CH:7]([C:14]([O:16][CH:17]([CH3:19])[CH3:18])=[O:15])[CH2:8][NH:9][CH2:10][C:11]([CH3:13])([CH3:12])[C:5]=2[CH:4]=1)#[N:2].[O:21]1[CH2:26][CH2:25][CH:24]([C:27](Cl)=[O:28])[CH2:23][CH2:22]1, predict the reaction product. The product is: [C:1]([C:3]1[NH:20][C:6]2[CH:7]([C:14]([O:16][CH:17]([CH3:18])[CH3:19])=[O:15])[CH2:8][N:9]([C:27]([CH:24]3[CH2:25][CH2:26][O:21][CH2:22][CH2:23]3)=[O:28])[CH2:10][C:11]([CH3:13])([CH3:12])[C:5]=2[CH:4]=1)#[N:2].